Dataset: Full USPTO retrosynthesis dataset with 1.9M reactions from patents (1976-2016). Task: Predict the reactants needed to synthesize the given product. Given the product [NH2:21][C:15]1[CH:16]=[CH:17][C:18]([O:19][CH3:20])=[C:13]([CH:14]=1)[C:11](/[N:10]=[C:9]1/[C:5]([CH2:1][CH2:2][CH2:3][CH3:4])=[CH:6][N:7]([C:29]([CH3:31])([CH3:32])[CH3:30])[S:8]/1)=[O:12], predict the reactants needed to synthesize it. The reactants are: [CH2:1]([C:5]1=[CH:6][N:7]([C:29]([CH3:32])([CH3:31])[CH3:30])[S:8]/[C:9]/1=[N:10]\[C:11]([C:13]1[CH:14]=[C:15]([NH:21]C(=O)OC(C)(C)C)[CH:16]=[CH:17][C:18]=1[O:19][CH3:20])=[O:12])[CH2:2][CH2:3][CH3:4].C(O)(C(F)(F)F)=O.